Dataset: Forward reaction prediction with 1.9M reactions from USPTO patents (1976-2016). Task: Predict the product of the given reaction. (1) Given the reactants [OH:1][C:2]1[N:7]=[C:6]([NH:8][C:9](=[O:13])[CH:10]([CH3:12])[CH3:11])[N:5]=[C:4]2[NH:14][N:15]=[CH:16][C:3]=12.[H-].[Na+].Br[CH2:20][C:21]([O:23][CH3:24])=[O:22].C(=O)=O, predict the reaction product. The product is: [OH:1][C:2]1[N:7]=[C:6]([NH:8][C:9](=[O:13])[CH:10]([CH3:12])[CH3:11])[N:5]=[C:4]2[NH:14][N:15]=[C:16]([CH2:20][C:21]([O:23][CH3:24])=[O:22])[C:3]=12. (2) Given the reactants [NH2:1][C@H:2]([C:6]([OH:8])=[O:7])[CH:3]([CH3:5])[CH3:4].[CH:9]1[N:17]([C@@H:18]2[O:22][C@H:21]([CH2:23][OH:24])[C@@H:20]([OH:25])[C@H:19]2[OH:26])[C:16]2[C:11](=[C:12]([NH2:27])[N:13]=[CH:14][N:15]=2)[C:10]=1[C:28]#[N:29].C(O)(C(F)(F)F)=O.CCN(C(C)C)C(C)C, predict the reaction product. The product is: [C:6](=[O:7])([O-:8])[NH2:13].[NH2:1][C@H:2]([C:6]([OH:8])=[O:7])[CH:3]([CH3:5])[CH3:4].[CH:9]1[N:17]([C@@H:18]2[O:22][C@H:21]([CH2:23][OH:24])[C@@H:20]([OH:25])[C@H:19]2[OH:26])[C:16]2[C:11](=[C:12]([NH2:27])[N:13]=[CH:14][N:15]=2)[C:10]=1[C:28]#[N:29]. (3) Given the reactants [Cl:1][C:2]1[C:3]([O:11][CH3:12])=[C:4]([CH:7]=[C:8]([Cl:10])[CH:9]=1)[CH:5]=[O:6].O1CCCC1.C(O)C.[BH4-].[Na+], predict the reaction product. The product is: [Cl:1][C:2]1[C:3]([O:11][CH3:12])=[C:4]([CH:7]=[C:8]([Cl:10])[CH:9]=1)[CH2:5][OH:6]. (4) Given the reactants [Cl:1][C:2]1[CH:7]=[CH:6][C:5]([N:8]2[C:13](=[O:14])[C:12]3[CH:15]=[N:16][N:17]([C:18]4[CH:19]=[C:20]([CH:23]=[CH:24][CH:25]=4)[C:21]#[N:22])[C:11]=3[N:10]=[C:9]2[C:26]2[CH:31]=[CH:30][C:29](B3OC(C)(C)C(C)(C)O3)=[CH:28][CH:27]=2)=[CH:4][CH:3]=1.[NH2:41][C:42]1[CH:43]=[CH:44][C:45](Br)=[N:46][CH:47]=1.C(=O)([O-])[O-].[Cs+].[Cs+], predict the reaction product. The product is: [NH2:41][C:42]1[CH:43]=[CH:44][C:45]([C:29]2[CH:30]=[CH:31][C:26]([C:9]3[N:8]([C:5]4[CH:4]=[CH:3][C:2]([Cl:1])=[CH:7][CH:6]=4)[C:13](=[O:14])[C:12]4[CH:15]=[N:16][N:17]([C:18]5[CH:19]=[C:20]([CH:23]=[CH:24][CH:25]=5)[C:21]#[N:22])[C:11]=4[N:10]=3)=[CH:27][CH:28]=2)=[N:46][CH:47]=1. (5) Given the reactants [ClH:1].Cl.[NH2:3][C:4]1[CH:23]=[CH:22][C:7]2[CH:8]=[C:9]([C:11]([NH:13][C@@H:14]3[CH:19]4[CH2:20][CH2:21][N:16]([CH2:17][CH2:18]4)[CH2:15]3)=[O:12])[S:10][C:6]=2[CH:5]=1.C(N(CC)CC)C.[CH3:31][O:32][C:33]1[CH:38]=[CH:37][C:36]([N:39]=[C:40]=[O:41])=[CH:35][CH:34]=1, predict the reaction product. The product is: [ClH:1].[N:16]12[CH2:21][CH2:20][CH:19]([CH2:18][CH2:17]1)[C@@H:14]([NH:13][C:11]([C:9]1[S:10][C:6]3[CH:5]=[C:4]([NH:3][C:40]([NH:39][C:36]4[CH:37]=[CH:38][C:33]([O:32][CH3:31])=[CH:34][CH:35]=4)=[O:41])[CH:23]=[CH:22][C:7]=3[CH:8]=1)=[O:12])[CH2:15]2.